Dataset: Full USPTO retrosynthesis dataset with 1.9M reactions from patents (1976-2016). Task: Predict the reactants needed to synthesize the given product. (1) Given the product [C:12](=[O:13])([O:10][C:7]1[CH:8]=[CH:9][C:4]([N+:1]([O-:3])=[O:2])=[CH:5][CH:6]=1)[O:14][CH2:15][CH3:16], predict the reactants needed to synthesize it. The reactants are: [N+:1]([C:4]1[CH:9]=[CH:8][C:7]([OH:10])=[CH:6][CH:5]=1)([O-:3])=[O:2].Cl[C:12]([O:14][CH2:15][CH3:16])=[O:13].N1C=CC=CC=1.C(OCC)(=O)C. (2) Given the product [CH3:13][N:12]([CH2:14][C:15]1[CH:26]=[CH:25][C:18]([CH:19]=[O:20])=[CH:17][C:16]=1[I:27])[CH3:11], predict the reactants needed to synthesize it. The reactants are: [H-].C([Al+]CC(C)C)C(C)C.[CH3:11][N:12]([CH2:14][C:15]1[CH:26]=[CH:25][C:18]([C:19](N(OC)C)=[O:20])=[CH:17][C:16]=1[I:27])[CH3:13].[Cl-].[NH4+].S([O-])([O-])(=O)=O.[Mg+2]. (3) Given the product [Cl:1][C:2]1[CH:3]=[C:4]([CH2:15][C:16]([OH:17])=[O:19])[CH:5]=[C:6]([CH3:9])[C:7]=1[OH:8], predict the reactants needed to synthesize it. The reactants are: [Cl:1][C:2]1[CH:3]=[C:4](CC#N)[CH:5]=[C:6]([CH3:9])[C:7]=1[OH:8].CO[CH2:15][CH2:16][O:17]C.[OH-:19].[K+]. (4) Given the product [CH3:20][N:21]([CH3:22])[S:2]([C:5]1[C:6]([F:19])=[CH:7][C:8]([O:16][CH2:17][CH3:18])=[C:9]([CH:15]=1)[C:10]([O:12][CH2:13][CH3:14])=[O:11])(=[O:4])=[O:3], predict the reactants needed to synthesize it. The reactants are: Cl[S:2]([C:5]1[C:6]([F:19])=[CH:7][C:8]([O:16][CH2:17][CH3:18])=[C:9]([CH:15]=1)[C:10]([O:12][CH2:13][CH3:14])=[O:11])(=[O:4])=[O:3].[CH3:20][NH:21][CH3:22].